From a dataset of Catalyst prediction with 721,799 reactions and 888 catalyst types from USPTO. Predict which catalyst facilitates the given reaction. (1) Reactant: [S:1]1[C:5]([C:6]2[C:11]([Br:12])=[CH:10][N:9]=[C:8](Cl)[N:7]=2)=[CH:4][C:3]2[CH:14]=[CH:15][CH:16]=[CH:17][C:2]1=2.[NH2:18][CH2:19][CH2:20][N:21]1[C:25]2([CH2:30][CH2:29][CH2:28][CH2:27][CH2:26]2)[C:24](=[O:31])[NH:23][C:22]1=[O:32].C(N(C(C)C)CC)(C)C. Product: [S:1]1[C:5]([C:6]2[C:11]([Br:12])=[CH:10][N:9]=[C:8]([NH:18][CH2:19][CH2:20][N:21]3[C:25]4([CH2:30][CH2:29][CH2:28][CH2:27][CH2:26]4)[C:24](=[O:31])[NH:23][C:22]3=[O:32])[N:7]=2)=[CH:4][C:3]2[CH:14]=[CH:15][CH:16]=[CH:17][C:2]1=2. The catalyst class is: 32. (2) Product: [CH:1]1([N:6]2[C:14]([NH:15][C:16]3[C:21]([F:22])=[CH:20][C:19]([F:23])=[CH:18][C:17]=3[F:24])=[N:13][C:12]3[C:7]2=[N:8][C:9]([NH:25][C:26]2[CH:31]=[CH:30][C:29]([OH:32])=[N:28][CH:27]=2)=[N:10][CH:11]=3)[CH2:2][CH2:3][CH2:4][CH2:5]1. The catalyst class is: 570. Reactant: [CH:1]1([N:6]2[C:14]([NH:15][C:16]3[C:21]([F:22])=[CH:20][C:19]([F:23])=[CH:18][C:17]=3[F:24])=[N:13][C:12]3[C:7]2=[N:8][C:9]([NH:25][C:26]2[CH:27]=[N:28][C:29]([O:32]C)=[CH:30][CH:31]=2)=[N:10][CH:11]=3)[CH2:5][CH2:4][CH2:3][CH2:2]1. (3) Reactant: C([O:8][C@@H:9]1[C@@:14]([O:21][CH3:22])([C:15]2[CH:20]=[CH:19][CH:18]=[CH:17][CH:16]=2)[CH2:13][CH2:12][N:11]([C:23]([O:25][C:26]([CH3:29])([CH3:28])[CH3:27])=[O:24])[CH2:10]1)C1C=CC=CC=1.CC1CC=CCC=1. Product: [OH:8][C@@H:9]1[C@@:14]([O:21][CH3:22])([C:15]2[CH:20]=[CH:19][CH:18]=[CH:17][CH:16]=2)[CH2:13][CH2:12][N:11]([C:23]([O:25][C:26]([CH3:29])([CH3:28])[CH3:27])=[O:24])[CH2:10]1. The catalyst class is: 29.